The task is: Predict which catalyst facilitates the given reaction.. This data is from Catalyst prediction with 721,799 reactions and 888 catalyst types from USPTO. (1) Reactant: [OH:1][C:2]1[CH:3]=[C:4]([CH:15]=[C:16]([O:18][C@@H:19]([CH3:23])[CH2:20][O:21][CH3:22])[CH:17]=1)[C:5]([NH:7][C:8]1[CH:13]=[N:12][C:11]([CH3:14])=[CH:10][N:9]=1)=[O:6].F[C:25]1[CH:37]=[N:36][C:28]2[C:29](=[O:35])[N:30]([CH3:34])[CH2:31][CH2:32][O:33][C:27]=2[CH:26]=1.C(=O)([O-])[O-].[K+].[K+]. Product: [CH3:23][C@H:19]([O:18][C:16]1[CH:15]=[C:4]([CH:3]=[C:2]([O:1][C:25]2[CH:37]=[N:36][C:28]3[C:29](=[O:35])[N:30]([CH3:34])[CH2:31][CH2:32][O:33][C:27]=3[CH:26]=2)[CH:17]=1)[C:5]([NH:7][C:8]1[CH:13]=[N:12][C:11]([CH3:14])=[CH:10][N:9]=1)=[O:6])[CH2:20][O:21][CH3:22]. The catalyst class is: 10. (2) Reactant: [CH3:1][N:2]([CH2:4][CH:5]1[CH2:10][CH2:9][CH2:8][CH2:7][C:6]1([C:13]1[CH:14]=[C:15]([CH:18]=[CH:19][CH:20]=1)[C:16]#[N:17])[O:11][CH3:12])C.[Cl:21]C(OC(Cl)C)=O. Product: [ClH:21].[CH3:12][O:11][C:6]1([C:13]2[CH:14]=[C:15]([CH:18]=[CH:19][CH:20]=2)[C:16]#[N:17])[CH2:7][CH2:8][CH2:9][CH2:10][CH:5]1[CH2:4][NH:2][CH3:1]. The catalyst class is: 68. (3) Reactant: [C:1]([O:5][C:6]([C:8]1[O:9][C:10]2[CH:17]=[CH:16][CH:15]=[C:14]([OH:18])[C:11]=2[C:12]=1[CH3:13])=[O:7])([CH3:4])([CH3:3])[CH3:2].C(N(CC)C(C)C)(C)C.ClCCl.[F:31][C:32]([F:45])([F:44])[S:33](O[S:33]([C:32]([F:45])([F:44])[F:31])(=[O:35])=[O:34])(=[O:35])=[O:34]. Product: [C:1]([O:5][C:6]([C:8]1[O:9][C:10]2[CH:17]=[CH:16][CH:15]=[C:14]([O:18][S:33]([C:32]([F:45])([F:44])[F:31])(=[O:35])=[O:34])[C:11]=2[C:12]=1[CH3:13])=[O:7])([CH3:4])([CH3:2])[CH3:3]. The catalyst class is: 6. (4) Reactant: [N:1]1[CH:6]=[CH:5][CH:4]=[CH:3][C:2]=1[CH2:7][N:8]([CH2:16][C:17]1[C:26]2[C:21](=[CH:22][CH:23]=[CH:24][CH:25]=2)[C:20]([C:27]([NH:29][C@@H:30]([CH2:34][CH2:35][CH2:36][NH:37][C@H:38]2[C:47]3[N:46]=[CH:45][CH:44]=[CH:43][C:42]=3[CH2:41][CH2:40][CH2:39]2)[C:31]([OH:33])=[O:32])=[O:28])=[CH:19][CH:18]=1)C(OC(C)(C)C)=O.[ClH:48].O1CCOCC1. Product: [ClH:48].[N:1]1[CH:6]=[CH:5][CH:4]=[CH:3][C:2]=1[CH2:7][NH:8][CH2:16][C:17]1[C:26]2[C:21](=[CH:22][CH:23]=[CH:24][CH:25]=2)[C:20]([C:27]([NH:29][C@@H:30]([CH2:34][CH2:35][CH2:36][NH:37][C@H:38]2[C:47]3[N:46]=[CH:45][CH:44]=[CH:43][C:42]=3[CH2:41][CH2:40][CH2:39]2)[C:31]([OH:33])=[O:32])=[O:28])=[CH:19][CH:18]=1. The catalyst class is: 5.